This data is from Reaction yield outcomes from USPTO patents with 853,638 reactions. The task is: Predict the reaction yield, written as a fraction of the theoretical maximum amount of product (1.0 means a 100% yield; for example, 0.34 means a 34% yield). The reactants are [NH2:1][C@H:2]([CH:6]([CH3:8])[CH3:7])[C:3]([OH:5])=[O:4].[C:9](=O)([O:18][CH2:19][CH2:20][Si:21]([CH3:24])([CH3:23])[CH3:22])[O:10]N1C(=O)CCC1=O.C(N(CC)CC)C.S([O-])(O)(=O)=O.[Na+]. The catalyst is O1CCOCC1.O. The product is [CH3:7][CH:6]([CH3:8])[C@@H:2]([NH:1][C:9]([O:18][CH2:19][CH2:20][Si:21]([CH3:24])([CH3:23])[CH3:22])=[O:10])[C:3]([OH:5])=[O:4]. The yield is 0.930.